Dataset: Catalyst prediction with 721,799 reactions and 888 catalyst types from USPTO. Task: Predict which catalyst facilitates the given reaction. (1) Reactant: [CH3:1][N:2]1[CH:6]=[CH:5][C:4]([NH2:7])=[N:3]1.[CH3:8][C:9](=O)[CH2:10][CH2:11][C:12](=O)[CH3:13].C(O)(=O)C. Product: [CH3:13][C:12]1[N:7]([C:4]2[CH:5]=[CH:6][N:2]([CH3:1])[N:3]=2)[C:9]([CH3:8])=[CH:10][CH:11]=1. The catalyst class is: 11. (2) Reactant: [Cl:1][C:2]1[CH:3]=[C:4]([C:9]2([C:34]([F:37])([F:36])[F:35])[O:13][N:12]=[C:11]([C:14]3[CH:19]=[CH:18][C:17]([C:20]([N:22]4[CH2:27][C:26](=[O:28])[NH:25][C:24](=[O:29])[CH2:23]4)=[O:21])=[C:16]([C:30]([F:33])([F:32])[F:31])[CH:15]=3)[CH2:10]2)[CH:5]=[C:6]([Cl:8])[CH:7]=1.C([O-])([O-])=O.[K+].[K+].FC(F)(F)S(O[CH2:50][C:51]([F:54])([F:53])[F:52])(=O)=O. Product: [Cl:8][C:6]1[CH:5]=[C:4]([C:9]2([C:34]([F:35])([F:37])[F:36])[O:13][N:12]=[C:11]([C:14]3[CH:19]=[CH:18][C:17]([C:20]([N:22]4[CH2:23][C:24](=[O:29])[N:25]([CH2:50][C:51]([F:54])([F:53])[F:52])[C:26](=[O:28])[CH2:27]4)=[O:21])=[C:16]([C:30]([F:33])([F:32])[F:31])[CH:15]=3)[CH2:10]2)[CH:3]=[C:2]([Cl:1])[CH:7]=1. The catalyst class is: 391. (3) Reactant: [CH3:1][C:2]1[CH:6]=[C:5]([C:7]2[CH:12]=[CH:11][C:10]([C:13]([F:16])([F:15])[F:14])=[CH:9][CH:8]=2)[S:4][C:3]=1[CH:17]([OH:19])[CH3:18]. Product: [CH3:1][C:2]1[CH:6]=[C:5]([C:7]2[CH:8]=[CH:9][C:10]([C:13]([F:16])([F:14])[F:15])=[CH:11][CH:12]=2)[S:4][C:3]=1[C:17](=[O:19])[CH3:18]. The catalyst class is: 697. (4) The catalyst class is: 228. Product: [CH3:1][O:2][C:3]1[CH:4]=[C:5]([CH:6]=[CH:14][C:15]([OH:17])=[O:16])[CH:8]=[CH:9][C:10]=1[O:11][CH3:12]. Reactant: [CH3:1][O:2][C:3]1[CH:4]=[C:5]([CH:8]=[CH:9][C:10]=1[O:11][CH3:12])[CH:6]=O.C(O)(=O)[CH2:14][C:15]([OH:17])=[O:16].N1CCCCC1.[OH-].[Na+]. (5) Reactant: C(N=C=NCCCN(C)C)C.[C:12]([O:16][C:17]([NH:19][C@H:20]1[CH2:24][CH2:23][N:22]([C:25](=[O:45])[CH2:26][N:27]([CH2:41][C:42]([OH:44])=O)[C:28]2[CH:33]=[CH:32][C:31]([O:34][C:35]3[CH:40]=[CH:39][CH:38]=[CH:37][CH:36]=3)=[CH:30][CH:29]=2)[CH2:21]1)=[O:18])([CH3:15])([CH3:14])[CH3:13].ON1C2N=CC=CC=2N=N1.[Cl:56][C:57]1[CH:58]=[C:59]([CH:62]=[CH:63][CH:64]=1)[CH2:60][NH2:61].CN1CCOCC1. Product: [Cl:56][C:57]1[CH:58]=[C:59]([CH:62]=[CH:63][CH:64]=1)[CH2:60][NH:61][C:42]([CH2:41][N:27]([C:28]1[CH:29]=[CH:30][C:31]([O:34][C:35]2[CH:36]=[CH:37][CH:38]=[CH:39][CH:40]=2)=[CH:32][CH:33]=1)[CH2:26][C:25]([N:22]1[CH2:23][CH2:24][C@H:20]([NH:19][C:17](=[O:18])[O:16][C:12]([CH3:15])([CH3:13])[CH3:14])[CH2:21]1)=[O:45])=[O:44]. The catalyst class is: 39. (6) Reactant: [OH:1][CH2:2][CH:3]1[CH2:8][CH2:7][N:6]([C:9]([O:11][C:12]([CH3:15])([CH3:14])[CH3:13])=[O:10])[CH2:5][CH2:4]1.C(N(C(C)C)CC)(C)C.ClC(Cl)(O[C:29](=[O:35])OC(Cl)(Cl)Cl)Cl.[CH3:37][C:38]1[N:39]=[C:40]([C:44]2[CH:50]=[CH:49][CH:48]=[CH:47][C:45]=2[NH2:46])[S:41][C:42]=1[CH3:43].C(=O)(O)[O-].[Na+]. Product: [CH3:37][C:38]1[N:39]=[C:40]([C:44]2[CH:50]=[CH:49][CH:48]=[CH:47][C:45]=2[NH:46][C:29]([O:1][CH2:2][CH:3]2[CH2:8][CH2:7][N:6]([C:9]([O:11][C:12]([CH3:15])([CH3:14])[CH3:13])=[O:10])[CH2:5][CH2:4]2)=[O:35])[S:41][C:42]=1[CH3:43]. The catalyst class is: 20. (7) Reactant: Br[C:2]1[C:10]2[C:9]([C:11]3[CH:16]=[CH:15][C:14]([CH3:17])=[CH:13][C:12]=3[CH3:18])=[N:8][C:7]([S:19][CH3:20])=[N:6][C:5]=2[N:4]([CH2:21][O:22][CH2:23][CH2:24][Si:25]([CH3:28])([CH3:27])[CH3:26])[CH:3]=1.[F:29][C:30]([F:35])([F:34])C([O-])=O.[Na+].C1(C)C=CC=CC=1. Product: [CH3:18][C:12]1[CH:13]=[C:14]([CH3:17])[CH:15]=[CH:16][C:11]=1[C:9]1[C:10]2[C:2]([C:30]([F:35])([F:34])[F:29])=[CH:3][N:4]([CH2:21][O:22][CH2:23][CH2:24][Si:25]([CH3:28])([CH3:27])[CH3:26])[C:5]=2[N:6]=[C:7]([S:19][CH3:20])[N:8]=1. The catalyst class is: 471. (8) Reactant: [BH4-].[Na+].[C:3]1([N:9]2[C:13]3[CH:14]=[N:15][CH:16]=[CH:17][C:12]=3[N:11]=[C:10]2[C:18](=[O:20])[CH3:19])[CH:8]=[CH:7][CH:6]=[CH:5][CH:4]=1.[Cl-].[NH4+]. Product: [C:3]1([N:9]2[C:13]3[CH:14]=[N:15][CH:16]=[CH:17][C:12]=3[N:11]=[C:10]2[CH:18]([OH:20])[CH3:19])[CH:4]=[CH:5][CH:6]=[CH:7][CH:8]=1. The catalyst class is: 5.